This data is from Reaction yield outcomes from USPTO patents with 853,638 reactions. The task is: Predict the reaction yield, written as a fraction of the theoretical maximum amount of product (1.0 means a 100% yield; for example, 0.34 means a 34% yield). (1) The reactants are [Cl:1][C:2]1[C:10]([F:11])=[CH:9][CH:8]=[CH:7][C:3]=1[C:4](O)=[O:5].Cl.[CH3:13][NH:14][O:15][CH3:16].C(N(CC)CC)C. The catalyst is CN(C=O)C. The product is [Cl:1][C:2]1[C:10]([F:11])=[CH:9][CH:8]=[CH:7][C:3]=1[C:4]([N:14]([O:15][CH3:16])[CH3:13])=[O:5]. The yield is 0.950. (2) The reactants are C(N(CC)CC)C.C(C1C=C(NC(=O)OC2C=CC([N+]([O-])=O)=CC=2)N(C2C=CC(C)=CC=2)N=1)(C)(C)C.[CH2:37]([N:44]1[C:49]([CH3:50])=[CH:48][C:47]([O:51][CH2:52][C:53]2[CH:79]=[CH:78][CH:77]=[CH:76][C:54]=2[CH2:55][NH:56][C:57]([NH:59][C:60]2[N:64]([C:65]3[CH:70]=[CH:69][CH:68]=[C:67](F)[CH:66]=3)[N:63]=[C:62]([C:72]([CH3:75])([CH3:74])[CH3:73])[CH:61]=2)=[O:58])=[C:46]([Br:80])[C:45]1=[O:81])[C:38]1[CH:43]=[CH:42][CH:41]=[CH:40][CH:39]=1. The catalyst is C(Cl)Cl. The yield is 0.190. The product is [CH2:37]([N:44]1[C:49]([CH3:50])=[CH:48][C:47]([O:51][CH2:52][C:53]2[CH:79]=[CH:78][CH:77]=[CH:76][C:54]=2[CH2:55][NH:56][C:57]([NH:59][C:60]2[N:64]([C:65]3[CH:66]=[CH:67][CH:68]=[CH:69][CH:70]=3)[N:63]=[C:62]([C:72]([CH3:74])([CH3:75])[CH3:73])[CH:61]=2)=[O:58])=[C:46]([Br:80])[C:45]1=[O:81])[C:38]1[CH:43]=[CH:42][CH:41]=[CH:40][CH:39]=1. (3) The reactants are Br[C:2]1[S:23][C:5]2[N:6]([CH3:22])[C:7](=[O:21])[N:8]([CH2:11][CH2:12][CH2:13][O:14][CH:15]3[CH2:20][CH2:19][CH2:18][CH2:17][O:16]3)[C:9](=[O:10])[C:4]=2[C:3]=1[CH:24]=[O:25].C([O-])([O-])=O.[K+].[K+].[Cl:32][C:33]1[CH:34]=[C:35]([OH:39])[CH:36]=[CH:37][CH:38]=1. The catalyst is CN(C=O)C.CC(=O)OCC.O. The product is [Cl:32][C:33]1[CH:34]=[C:35]([CH:36]=[CH:37][CH:38]=1)[O:39][C:2]1[S:23][C:5]2[N:6]([CH3:22])[C:7](=[O:21])[N:8]([CH2:11][CH2:12][CH2:13][O:14][CH:15]3[CH2:20][CH2:19][CH2:18][CH2:17][O:16]3)[C:9](=[O:10])[C:4]=2[C:3]=1[CH:24]=[O:25]. The yield is 0.586. (4) The reactants are [NH2:1][C:2]1[N:3]=[N+:4]([O-:13])[C:5]2[CH:11]=[C:10]([OH:12])[CH:9]=[CH:8][C:6]=2[N:7]=1.C([O-])([O-])=O.[K+].[K+].Cl.Cl[CH2:22][CH2:23][N:24]1[CH2:29][CH2:28][O:27][CH2:26][CH2:25]1. The catalyst is CN(C=O)C. The product is [N:24]1([CH2:23][CH2:22][O:12][C:10]2[CH:9]=[CH:8][C:6]3[N:7]=[C:2]([NH2:1])[N:3]=[N+:4]([O-:13])[C:5]=3[CH:11]=2)[CH2:29][CH2:28][O:27][CH2:26][CH2:25]1. The yield is 0.790. (5) The reactants are [CH3:1][O:2][C:3]1[CH:4]=[C:5]([CH:11]=[CH:12][C:13]([C:15]2[CH:20]=[CH:19][CH:18]=[C:17]([OH:21])[CH:16]=2)=[O:14])[CH:6]=[CH:7][C:8]=1[O:9][CH3:10].CCOC(C)=O. The catalyst is [Pd].CC(C)=O. The product is [CH3:1][O:2][C:3]1[CH:4]=[C:5]([CH2:11][CH2:12][C:13]([C:15]2[CH:20]=[CH:19][CH:18]=[C:17]([OH:21])[CH:16]=2)=[O:14])[CH:6]=[CH:7][C:8]=1[O:9][CH3:10]. The yield is 0.780. (6) The reactants are [Cl:1][C:2]1[C:7]([NH:8][NH2:9])=[N:6][CH:5]=[CH:4][N:3]=1.CO[C:12](OC)(OC)[C:13]1[CH:18]=[CH:17][CH:16]=[CH:15][CH:14]=1. No catalyst specified. The product is [Cl:1][C:2]1[C:7]2[N:6]([C:12]([C:13]3[CH:18]=[CH:17][CH:16]=[CH:15][CH:14]=3)=[N:9][N:8]=2)[CH:5]=[CH:4][N:3]=1. The yield is 1.00.